The task is: Predict the reaction yield, written as a fraction of the theoretical maximum amount of product (1.0 means a 100% yield; for example, 0.34 means a 34% yield).. This data is from Reaction yield outcomes from USPTO patents with 853,638 reactions. (1) The reactants are CO[CH:3](OC)[CH2:4][CH:5](OC)OC.Cl.[Cl:13][C:14]1[CH:23]=[C:22]([F:24])[C:21]([NH:25][NH2:26])=[CH:20][C:15]=1[C:16]([O:18][CH3:19])=[O:17].[CH2:27](O)C. No catalyst specified. The product is [Cl:13][C:14]1[CH:23]=[C:22]([F:24])[C:21]([N:25]2[CH:5]=[CH:4][CH:3]=[N:26]2)=[CH:20][C:15]=1[C:16]([O:18][CH2:19][CH3:27])=[O:17].[Cl:13][C:14]1[CH:23]=[C:22]([F:24])[C:21]([N:25]2[CH:5]=[CH:4][CH:3]=[N:26]2)=[CH:20][C:15]=1[C:16]([O:18][CH3:19])=[O:17].[Cl:13][C:14]1[CH:23]=[C:22]([F:24])[C:21]([N:25]2[CH:5]=[CH:4][CH:3]=[N:26]2)=[CH:20][C:15]=1[C:16]([OH:18])=[O:17]. The yield is 0.0130. (2) The reactants are Cl.[NH2:2][OH:3].[Cl:4][C:5]1[CH:12]=[C:11]([Cl:13])[CH:10]=[CH:9][C:6]=1[CH:7]=O.[OH-].[Na+].Cl. The catalyst is C(O)C.O. The product is [Cl:4][C:5]1[CH:12]=[C:11]([Cl:13])[CH:10]=[CH:9][C:6]=1[CH:7]=[N:2][OH:3]. The yield is 0.980.